From a dataset of Forward reaction prediction with 1.9M reactions from USPTO patents (1976-2016). Predict the product of the given reaction. (1) The product is: [CH2:39]([C:41]1[CH:42]=[C:43]([CH2:44][NH:45][C:31](=[O:33])[C:30]2[CH:34]=[CH:35][CH:36]=[N:37][C:29]=2[NH2:28])[CH:46]=[CH:47][CH:48]=1)[CH3:40]. Given the reactants CN([P+](ON1N=NC2C=CC=CC1=2)(N(C)C)N(C)C)C.F[P-](F)(F)(F)(F)F.[NH2:28][C:29]1[N:37]=[CH:36][CH:35]=[CH:34][C:30]=1[C:31]([OH:33])=O.Cl.[CH2:39]([C:41]1[CH:42]=[C:43]([CH:46]=[CH:47][CH:48]=1)[CH2:44][NH2:45])[CH3:40].C(=O)(O)[O-].[Na+], predict the reaction product. (2) Given the reactants [C:1]1(NC)[C:10]2[C:5](=[CH:6][CH:7]=[CH:8][CH:9]=2)[CH:4]=[CH:3][N:2]=1.[CH:13]([N:16](C(C)C)CC)(C)C.[C:22]([O:26][C:27](=[O:47])[NH:28][CH:29]1[CH2:34][CH2:33][CH:32]([CH2:35][NH:36][C:37]2[C:42]([N+:43]([O-:45])=[O:44])=[CH:41][N:40]=[C:39](Cl)[N:38]=2)[CH2:31][CH2:30]1)([CH3:25])([CH3:24])[CH3:23], predict the reaction product. The product is: [C:22]([O:26][C:27](=[O:47])[NH:28][CH:29]1[CH2:34][CH2:33][CH:32]([CH2:35][NH:36][C:37]2[C:42]([N+:43]([O-:45])=[O:44])=[CH:41][N:40]=[C:39]([NH:16][CH2:13][C:1]3[C:10]4[C:5](=[CH:6][CH:7]=[CH:8][CH:9]=4)[CH:4]=[CH:3][N:2]=3)[N:38]=2)[CH2:31][CH2:30]1)([CH3:25])([CH3:24])[CH3:23]. (3) Given the reactants [CH3:1][O:2][N:3](C)[C:4](=O)C1C=CC(OCC2N(C)C3C=CC=CC=3N=2)=CC=1.[CH2:25]([O:32][C:33]1[CH:41]=[CH:40][C:36]([C:37]([OH:39])=O)=[C:35]([F:42])[CH:34]=1)[C:26]1[CH:31]=[CH:30][CH:29]=[CH:28][CH:27]=1, predict the reaction product. The product is: [CH2:25]([O:32][C:33]1[CH:41]=[CH:40][C:36]([C:37]([N:3]([O:2][CH3:1])[CH3:4])=[O:39])=[C:35]([F:42])[CH:34]=1)[C:26]1[CH:27]=[CH:28][CH:29]=[CH:30][CH:31]=1. (4) The product is: [CH3:17][C:18]1([CH3:34])[C:22]([CH3:24])([CH3:23])[O:21][B:20]([C:2]2[CH:3]=[CH:4][C:5]3[O:9][CH:8]=[C:7]([CH3:10])[C:6]=3[CH:11]=2)[O:19]1. Given the reactants Br[C:2]1[CH:3]=[CH:4][C:5]2[O:9][CH:8]=[C:7]([CH3:10])[C:6]=2[CH:11]=1.CC([O-])=O.[K+].[CH3:17][C:18]1([CH3:34])[C:22]([CH3:24])([CH3:23])[O:21][B:20]([B:20]2[O:21][C:22]([CH3:24])([CH3:23])[C:18]([CH3:34])([CH3:17])[O:19]2)[O:19]1, predict the reaction product. (5) Given the reactants [CH3:1][C:2]1[CH:8]=[CH:7][C:5]([NH2:6])=[CH:4][CH:3]=1.[N+:9]([C:12]1[CH:20]=[CH:19][CH:18]=[CH:17][C:13]=1[C:14](Cl)=[O:15])([O-:11])=[O:10], predict the reaction product. The product is: [N+:9]([C:12]1[CH:20]=[CH:19][CH:18]=[CH:17][C:13]=1[C:14]([NH:6][C:5]1[CH:7]=[CH:8][C:2]([CH3:1])=[CH:3][CH:4]=1)=[O:15])([O-:11])=[O:10]. (6) Given the reactants [Cl:1][C:2]1[CH:7]=[CH:6][C:5]([NH:8][C:9]([NH:11][C@H:12]2[CH2:17][CH2:16][C@H:15]([OH:18])[CH2:14][CH2:13]2)=[O:10])=[CH:4][C:3]=1[C:19]([F:22])([F:21])[F:20].[H-].[Na+].F[C:26]1[CH:33]=[CH:32][C:29]([C:30]#[N:31])=[CH:28][CH:27]=1, predict the reaction product. The product is: [Cl:1][C:2]1[CH:7]=[CH:6][C:5]([NH:8][C:9]([NH:11][C@H:12]2[CH2:13][CH2:14][C@H:15]([O:18][C:26]3[CH:33]=[CH:32][C:29]([C:30]#[N:31])=[CH:28][CH:27]=3)[CH2:16][CH2:17]2)=[O:10])=[CH:4][C:3]=1[C:19]([F:20])([F:21])[F:22]. (7) Given the reactants [Cl:1][C:2]1[CH:11]=CC2C(O)[N:7]([C:13]([O-:15])=[O:14])[CH2:6][CH2:5][C:4]=2[N:3]=1.Cl.[C:17](Cl)(=O)C.[CH2:21]1[CH2:25][O:24][CH2:23][CH2:22]1, predict the reaction product. The product is: [Cl:1][C:2]1[CH:11]=[CH:22][C:21]2[CH:25]([O:24][CH3:23])[N:7]([C:13]([O:15][CH3:17])=[O:14])[CH2:6][CH2:5][C:4]=2[N:3]=1. (8) Given the reactants [C:1]([C:4]1[CH:9]=[CH:8][C:7]([S:10]([NH2:13])(=[O:12])=[O:11])=[CH:6][CH:5]=1)(=[O:3])[CH3:2].[CH3:14][O:15][C:16]1[CH:23]=[C:22]([O:24][CH3:25])[C:21]([C:26]2[N:27]([CH3:35])[C:28]3[C:33]([CH:34]=2)=[CH:32][CH:31]=[CH:30][CH:29]=3)=[CH:20][C:17]=1[CH:18]=O.C[O-].[Li+].Cl, predict the reaction product. The product is: [CH3:14][O:15][C:16]1[CH:23]=[C:22]([O:24][CH3:25])[C:21]([C:26]2[N:27]([CH3:35])[C:28]3[C:33]([CH:34]=2)=[CH:32][CH:31]=[CH:30][CH:29]=3)=[CH:20][C:17]=1[CH:18]=[CH:2][C:1]([C:4]1[CH:5]=[CH:6][C:7]([S:10]([NH2:13])(=[O:11])=[O:12])=[CH:8][CH:9]=1)=[O:3]. (9) The product is: [Cl:1][C:2]1[C:3]([O:12][C@H:14]2[CH2:18][N:17]([C:19]([O:21][C:22]([CH3:25])([CH3:24])[CH3:23])=[O:20])[C@H:16]([C:26]([O:28][CH3:29])=[O:27])[CH2:15]2)=[N:4][C:5]2[C:10]([N:11]=1)=[CH:9][CH:8]=[CH:7][CH:6]=2. Given the reactants [Cl:1][C:2]1[C:3]([OH:12])=[N:4][C:5]2[C:10]([N:11]=1)=[CH:9][CH:8]=[CH:7][CH:6]=2.O[C@@H:14]1[CH2:18][N:17]([C:19]([O:21][C:22]([CH3:25])([CH3:24])[CH3:23])=[O:20])[C@H:16]([C:26]([O:28][CH3:29])=[O:27])[CH2:15]1.C1C=CC(P(C2C=CC=CC=2)C2C=CC=CC=2)=CC=1.CC(OC(/N=N/C(OC(C)C)=O)=O)C, predict the reaction product. (10) The product is: [CH:18]1([C:6]2([OH:16])[C:5]3[CH:4]=[CH:3][CH:2]=[N:1][C:11]=3[CH2:10][O:9][C:8]3[CH:12]=[CH:13][CH:14]=[CH:15][C:7]2=3)[CH2:17][CH2:21]1. Given the reactants [N:1]1[C:11]2[CH2:10][O:9][C:8]3[CH:12]=[CH:13][CH:14]=[CH:15][C:7]=3[C:6](=[O:16])[C:5]=2[CH:4]=[CH:3][CH:2]=1.[CH2:17]1[CH2:21]OC[CH2:18]1, predict the reaction product.